From a dataset of Full USPTO retrosynthesis dataset with 1.9M reactions from patents (1976-2016). Predict the reactants needed to synthesize the given product. Given the product [O:2]1[C:6]2[CH:7]=[CH:8][CH:9]=[C:10]([CH:11]3[CH2:16][CH2:15][N:14]([CH2:17][CH2:18][C@H:19]4[CH2:20][CH2:21][C@H:22]([NH:25][C:29](=[O:30])[C@@H:28]([OH:32])[C:27]([F:34])([F:33])[F:26])[CH2:23][CH2:24]4)[CH2:13][CH2:12]3)[C:5]=2[O:4][CH2:3]1, predict the reactants needed to synthesize it. The reactants are: Cl.[O:2]1[C:6]2[CH:7]=[CH:8][CH:9]=[C:10]([CH:11]3[CH2:16][CH2:15][N:14]([CH2:17][CH2:18][C@H:19]4[CH2:24][CH2:23][C@H:22]([NH2:25])[CH2:21][CH2:20]4)[CH2:13][CH2:12]3)[C:5]=2[O:4][CH2:3]1.[F:26][C:27]([F:34])([F:33])[C@H:28]([OH:32])[C:29](O)=[O:30].